This data is from Full USPTO retrosynthesis dataset with 1.9M reactions from patents (1976-2016). The task is: Predict the reactants needed to synthesize the given product. (1) Given the product [CH:1]1([NH:4][C:5](=[O:36])[NH:6][C:7]2[CH:12]=[CH:11][C:10]([C:13]3[N:14]=[C:15]([N:29]4[CH2:30][CH2:31][O:32][CH2:33][C@@H:34]4[CH3:38])[C:16]4[CH2:21][N:20]([C:22]([O:24][C:25]([CH3:27])([CH3:28])[CH3:26])=[O:23])[CH2:19][C:17]=4[N:18]=3)=[C:9]([F:35])[CH:8]=2)[CH2:2][CH2:3]1, predict the reactants needed to synthesize it. The reactants are: [CH:1]1([NH:4][C:5](=[O:36])[NH:6][C:7]2[CH:12]=[CH:11][C:10]([C:13]3[N:14]=[C:15]([N:29]4[CH2:34][CH2:33][O:32][CH2:31][CH2:30]4)[C:16]4[CH2:21][N:20]([C:22]([O:24][C:25]([CH3:28])([CH3:27])[CH3:26])=[O:23])[CH2:19][C:17]=4[N:18]=3)=[C:9]([F:35])[CH:8]=2)[CH2:3][CH2:2]1.Cl[C:38]1N=C(N2CCOC[C@@H]2C)C2CN(C(OC(C)(C)C)=O)CC=2N=1. (2) Given the product [NH2:1][C:4]1[CH:9]=[C:8]([Cl:10])[CH:7]=[C:6]([Cl:11])[C:5]=1[O:12][CH3:13], predict the reactants needed to synthesize it. The reactants are: [N+:1]([C:4]1[CH:9]=[C:8]([Cl:10])[CH:7]=[C:6]([Cl:11])[C:5]=1[O:12][CH3:13])([O-])=O. (3) Given the product [CH3:19][C@H:17]1[NH:18][C:24](=[O:26])[N:15]([C:12]2[CH:13]=[N:14][C:9]([O:8][C:5]3[CH:6]=[CH:7][C:2]([CH3:1])=[C:3]([O:21][CH3:22])[CH:4]=3)=[CH:10][CH:11]=2)[C:16]1=[O:20], predict the reactants needed to synthesize it. The reactants are: [CH3:1][C:2]1[CH:7]=[CH:6][C:5]([O:8][C:9]2[N:14]=[CH:13][C:12]([NH:15][C:16](=[O:20])[C@@H:17]([CH3:19])[NH2:18])=[CH:11][CH:10]=2)=[CH:4][C:3]=1[O:21][CH3:22].Cl[C:24](Cl)([O:26]C(=O)OC(Cl)(Cl)Cl)Cl. (4) Given the product [Cl:9][C:10]1[CH:11]=[CH:12][C:13]([CH2:16][CH2:17][C:18]([O:20][CH3:21])=[O:19])=[CH:14][C:15]=1[I:7], predict the reactants needed to synthesize it. The reactants are: I([O-])(=O)(=O)=O.[Na+].[I:7]I.[Cl:9][C:10]1[CH:15]=[CH:14][C:13]([CH2:16][CH2:17][C:18]([O:20][CH3:21])=[O:19])=[CH:12][CH:11]=1.